Task: Predict the reactants needed to synthesize the given product.. Dataset: Full USPTO retrosynthesis dataset with 1.9M reactions from patents (1976-2016) Given the product [CH:27]1([CH2:26][O:1][C:2]2[CH:3]=[CH:4][C:5]([CH2:8][CH2:9][C:10]3[CH:24]=[CH:23][C:13]4[CH:14]=[C:15]([CH:17]([NH:19][C:20](=[O:22])[CH3:21])[CH3:18])[O:16][C:12]=4[CH:11]=3)=[CH:6][CH:7]=2)[CH2:30][CH2:29][CH2:28]1, predict the reactants needed to synthesize it. The reactants are: [OH:1][C:2]1[CH:7]=[CH:6][C:5]([CH2:8][CH2:9][C:10]2[CH:24]=[CH:23][C:13]3[CH:14]=[C:15]([CH:17]([NH:19][C:20](=[O:22])[CH3:21])[CH3:18])[O:16][C:12]=3[CH:11]=2)=[CH:4][CH:3]=1.Br[CH2:26][CH:27]1[CH2:30][CH2:29][CH2:28]1.